This data is from Full USPTO retrosynthesis dataset with 1.9M reactions from patents (1976-2016). The task is: Predict the reactants needed to synthesize the given product. Given the product [ClH:56].[F:1][C:2]1[CH:3]=[C:4]([CH:51]=[CH:52][CH:53]=1)[CH2:5][N:6]1[CH:10]=[C:9]([C:11]2[C:19]3[C:14](=[N:15][CH:16]=[C:17]([C:20]4[CH:25]=[CH:24][C:23]([N:26]5[CH2:27][CH2:28][NH:29][CH2:30][CH2:31]5)=[C:22]([O:39][CH3:40])[CH:21]=4)[CH:18]=3)[N:13]([S:41]([C:44]3[CH:45]=[CH:46][C:47]([CH3:48])=[CH:49][CH:50]=3)(=[O:42])=[O:43])[CH:12]=2)[CH:8]=[N:7]1, predict the reactants needed to synthesize it. The reactants are: [F:1][C:2]1[CH:3]=[C:4]([CH:51]=[CH:52][CH:53]=1)[CH2:5][N:6]1[CH:10]=[C:9]([C:11]2[C:19]3[C:14](=[N:15][CH:16]=[C:17]([C:20]4[CH:25]=[CH:24][C:23]([N:26]5[CH2:31][CH2:30][N:29](C(OC(C)(C)C)=O)[CH2:28][CH2:27]5)=[C:22]([O:39][CH3:40])[CH:21]=4)[CH:18]=3)[N:13]([S:41]([C:44]3[CH:50]=[CH:49][C:47]([CH3:48])=[CH:46][CH:45]=3)(=[O:43])=[O:42])[CH:12]=2)[CH:8]=[N:7]1.CO.[ClH:56].